From a dataset of Experimentally validated miRNA-target interactions with 360,000+ pairs, plus equal number of negative samples. Binary Classification. Given a miRNA mature sequence and a target amino acid sequence, predict their likelihood of interaction. (1) The miRNA is mmu-miR-7020-3p with sequence AACCCCUCUCUUCUCUCCCAG. The protein sequence of the target gene is MVDKNIYIIQGEINIVVGAIKRNARWSTHTPLDEERDPLLHSFGHLKEVLNSITELSEIEPNVFLRPFLEVIRSEDTTGPITGLALTSVNKFLSYALIDPTHEGTAEGMENMADAVTHARFVGTDPASDEVVLMKILQVLRTLLLTPVGAHLTNESVCEIMQSCFRICFEMRLSELLRKSAEHTLVDMVQLLFTRLPQFKEEPKNYVGTNMKKLKMRAGGMSDSSKWKKQKRSPRPPRHMTKVTPGSELPTPNGTTLSSNLTGGMPFIDVPTPISSASSEAASAVVSPSTDSGLEFSSQT.... Result: 0 (no interaction). (2) The miRNA is hsa-miR-6838-5p with sequence AAGCAGCAGUGGCAAGACUCCU. The protein sequence of the target gene is MSVGRRRIKLLGILMMANVFIYFIMEVSKSSSQEKNGKGEVIIPKEKFWKISTPPEAYWNREQEKLNRQYNPILSMLTNQTGEAGRLSNISHLNYCEPDLRVTSVVTGFNNLPDRFKDFLLYLRCRNYSLLIDQPDKCAKKPFLLLAIKSLTPHFARRQAIRESWGQESNAGNQTVVRVFLLGQTPPEDNHPDLSDMLKFESEKHQDILMWNYRDTFFNLSLKEVLFLRWVSTSCPDTEFVFKGDDDVFVNTHHILNYLNSLSKTKAKDLFIGDVIHNAGPHRDKKLKYYIPEVVYSGLY.... Result: 1 (interaction).